From a dataset of Full USPTO retrosynthesis dataset with 1.9M reactions from patents (1976-2016). Predict the reactants needed to synthesize the given product. (1) Given the product [ClH:54].[ClH:54].[CH3:1][O:2][C:3]([C:4]1[C:5]2[N:12]([C:13]3[CH:14]=[CH:15][CH:16]=[CH:17][CH:18]=3)[C:20]([C@@H:21]([NH2:25])[CH3:22])=[N:11][C:6]=2[CH:7]=[CH:8][C:9]=1[F:10])=[O:19], predict the reactants needed to synthesize it. The reactants are: [CH3:1][O:2][C:3](=[O:19])[C:4]1[C:9]([F:10])=[CH:8][CH:7]=[C:6]([NH2:11])[C:5]=1[NH:12][C:13]1[CH:18]=[CH:17][CH:16]=[CH:15][CH:14]=1.[CH3:20][C@H:21]([NH:25]C(OC(C)(C)C)=O)[C:22](O)=O.C1C=NC2N(O)N=NC=2C=1.CCN=C=NCCCN(C)C.[ClH:54]. (2) Given the product [CH3:42][CH:43]([CH2:46][CH3:47])[CH2:44][NH:45][C:1](=[O:11])/[CH:2]=[CH:3]/[CH2:4][CH2:5][C:6]#[C:7][C:8]#[CH:9], predict the reactants needed to synthesize it. The reactants are: [C:1]([OH:11])(=O)/[CH:2]=[CH:3]/[CH2:4][CH2:5][C:6]#[C:7][C:8]#[CH:9].CCN(CC)CC.Cl.C(N=C=NCCCN(C)C)C.O.N1(O)C2C=CC=CC=2N=N1.[CH3:42][CH:43]([CH2:46][CH3:47])[CH2:44][NH2:45]. (3) Given the product [Br:1][C:5]1[C:6]2[C:7](=[N:8][CH:9]=[CH:10][CH:11]=2)[S:3][CH:4]=1, predict the reactants needed to synthesize it. The reactants are: [Br:1]Br.[S:3]1[C:7]2=[N:8][CH:9]=[CH:10][CH:11]=[C:6]2[CH:5]=[CH:4]1.P([O-])([O-])(O)=O.[K+].[K+].C(=O)(O)[O-].[Na+].S([O-])([O-])(=O)=O.[Mg+2].